From a dataset of Catalyst prediction with 721,799 reactions and 888 catalyst types from USPTO. Predict which catalyst facilitates the given reaction. (1) Reactant: [Cl:1][C:2]1[CH:3]=[C:4]([CH:36]=[CH:37][C:38]=1[Cl:39])[O:5][C:6]1[C:15]([O:16][CH3:17])=[CH:14][C:13]([NH:18][CH:19]([CH3:34])[CH2:20][CH2:21][CH2:22][N:23]2C(=O)C3=CC=CC=C3C2=O)=[C:12]2[C:7]=1[C:8]([CH3:35])=[CH:9][CH:10]=[N:11]2. Product: [NH2:23][CH2:22][CH2:21][CH2:20][CH:19]([NH:18][C:13]1[CH:14]=[C:15]([O:16][CH3:17])[C:6]([O:5][C:4]2[CH:36]=[CH:37][C:38]([Cl:39])=[C:2]([Cl:1])[CH:3]=2)=[C:7]2[C:12]=1[N:11]=[CH:10][CH:9]=[C:8]2[CH3:35])[CH3:34]. The catalyst class is: 8. (2) Reactant: CC1C=CC(S(O)(=O)=O)=CC=1.[Cl:12][C:13]1[N:18]=[C:17]([Cl:19])[N:16]=[C:15]2[NH:20][N:21]=[CH:22][C:14]=12.[O:23]1[CH:28]=[CH:27][CH2:26][CH2:25][CH2:24]1. Product: [Cl:12][C:13]1[N:18]=[C:17]([Cl:19])[N:16]=[C:15]2[N:20]([CH:24]3[CH2:25][CH2:26][CH2:27][CH2:28][O:23]3)[N:21]=[CH:22][C:14]=12. The catalyst class is: 595. (3) Reactant: [Cl:1][C:2]1[CH:3]=[N:4][CH:5]=[C:6]([Cl:26])[C:7]=1[NH:8][C:9]1[NH:10][C:11]2[C:17]3[CH2:18][C:19]([CH3:22])([CH3:21])[O:20][C:16]=3[C:15]([C:23](O)=[O:24])=[CH:14][C:12]=2[N:13]=1.F[B-](F)(F)F.[N:32]1(OC(N(C)C)=[N+](C)C)[C:36]2C=[CH:38][CH:39]=[CH:40][C:35]=2N=N1.CN1CCOCC1.C(N)CCCC. Product: [Cl:1][C:2]1[CH:3]=[N:4][CH:5]=[C:6]([Cl:26])[C:7]=1[NH:8][C:9]1[NH:10][C:11]2[C:17]3[CH2:18][C:19]([CH3:21])([CH3:22])[O:20][C:16]=3[C:15]([C:23]([NH:32][CH2:36][CH2:35][CH2:40][CH2:39][CH3:38])=[O:24])=[CH:14][C:12]=2[N:13]=1. The catalyst class is: 118. (4) Product: [CH:52]1([NH:51][CH2:50][CH2:49][NH:48][CH:42]2[CH2:47][CH2:46][CH2:45][CH2:44][CH2:43]2)[CH2:53][CH2:54][CH2:55][CH2:56][CH2:57]1.[S:8]1[C@@H:3]2[CH2:2][C:24](=[O:25])[N:4]2[C:5]([C:21]([OH:23])=[O:22])=[CH:6][CH2:7]1. Reactant: N[CH:2]1[C:24](=[O:25])[N:4]2[C:5]([C:21]([OH:23])=[O:22])=[C:6](CSC3N(CS(O)(=O)=O)N=NN=3)[CH2:7][S:8][C@H:3]12.[OH-].[Na+].C(=O)(O)[O-].[Na+].Cl.C(O)(=O)C.C(O)(=O)C.[CH:42]1([NH:48][CH2:49][CH2:50][NH:51][CH:52]2[CH2:57][CH2:56][CH2:55][CH2:54][CH2:53]2)[CH2:47][CH2:46][CH2:45][CH2:44][CH2:43]1. The catalyst class is: 657. (5) Reactant: [CH3:1][O:2][C:3](=[O:16])[C:4]1[CH:9]=[C:8]([O:10][CH3:11])[CH:7]=[C:6]([NH2:12])[C:5]=1[N+:13]([O-])=O.[Sn](Cl)Cl. Product: [CH3:1][O:2][C:3](=[O:16])[C:4]1[CH:9]=[C:8]([O:10][CH3:11])[CH:7]=[C:6]([NH2:12])[C:5]=1[NH2:13]. The catalyst class is: 8. (6) Reactant: CO.C([O:6][C@H:7]1[CH2:24][CH2:23][C@@:22]2([CH3:25])[C:9](=[CH:10][C@H:11]([OH:27])[C@@H:12]3[C@@H:21]2[CH2:20][CH2:19][C@@:17]2([CH3:18])[C@H:13]3[CH2:14][CH2:15][C:16]2=[O:26])[CH2:8]1)(=O)C.C([O-])([O-])=O.[Na+].[Na+]. Product: [CH3:18][C@:17]12[CH2:19][CH2:20][C@H:21]3[C@@H:12]([C@@H:11]([OH:27])[CH:10]=[C:9]4[C@:22]3([CH3:25])[CH2:23][CH2:24][C@H:7]([OH:6])[CH2:8]4)[C@@H:13]1[CH2:14][CH2:15][C:16]2=[O:26]. The catalyst class is: 6.